From a dataset of Forward reaction prediction with 1.9M reactions from USPTO patents (1976-2016). Predict the product of the given reaction. (1) The product is: [CH3:7][CH2:5][OH:6].[C:13]([O:16][CH2:17][CH3:18])(=[O:15])[CH3:14]. Given the reactants S1(C2[C:7](=CC=CC=2)[C:5](=[O:6])N1)(=O)=O.[C:13]([O:16][CH2:17][CH3:18])(=[O:15])[CH3:14].OC(C1SC=CC=1)(C1SC=CC=1)C(O[C@H]1CC[C@H](N(CCCN2C3C=CC(CNCC(O)C4C=CC(O)=C5C=4C=CC(=O)N5)=CC=3N=N2)C)CC1)=O, predict the reaction product. (2) Given the reactants Cl[CH2:2][C:3]([NH:5][CH2:6][CH2:7][C:8]([NH:10][C:11]1[CH:12]=[C:13]2[C:18](=[CH:19][CH:20]=1)[N:17]=[CH:16][N:15]=[C:14]2[NH:21][C:22]1[CH:27]=[CH:26][C:25]([O:28][C:29]2[CH:30]=[N:31][C:32]([CH3:35])=[CH:33][CH:34]=2)=[C:24]([CH3:36])[CH:23]=1)=[O:9])=[O:4].[CH3:37][S:38]([CH2:41][CH2:42][NH2:43])(=[O:40])=[O:39], predict the reaction product. The product is: [CH3:37][S:38]([CH2:41][CH2:42][NH:43][CH2:2][C:3]([NH:5][CH2:6][CH2:7][C:8]([NH:10][C:11]1[CH:12]=[C:13]2[C:18](=[CH:19][CH:20]=1)[N:17]=[CH:16][N:15]=[C:14]2[NH:21][C:22]1[CH:27]=[CH:26][C:25]([O:28][C:29]2[CH:30]=[N:31][C:32]([CH3:35])=[CH:33][CH:34]=2)=[C:24]([CH3:36])[CH:23]=1)=[O:9])=[O:4])(=[O:40])=[O:39]. (3) Given the reactants [Cl:1][C:2]1[CH:23]=[C:22]([Cl:24])[C:21]([O:25][CH3:26])=[CH:20][C:3]=1[NH:4][C:5]1[C:14]2[C:9](=[CH:10][C:11](F)=[C:12]([O:15][CH3:16])[CH:13]=2)[N:8]=[CH:7][C:6]=1[C:18]#[N:19].[N:27]1([CH:32]2[CH2:37][CH2:36][NH:35][CH2:34][CH2:33]2)[CH2:31][CH2:30][CH2:29][CH2:28]1, predict the reaction product. The product is: [Cl:1][C:2]1[CH:23]=[C:22]([Cl:24])[C:21]([O:25][CH3:26])=[CH:20][C:3]=1[NH:4][C:5]1[C:14]2[C:9](=[CH:10][C:11]([N:35]3[CH2:36][CH2:37][CH:32]([N:27]4[CH2:31][CH2:30][CH2:29][CH2:28]4)[CH2:33][CH2:34]3)=[C:12]([O:15][CH3:16])[CH:13]=2)[N:8]=[CH:7][C:6]=1[C:18]#[N:19]. (4) Given the reactants [C:1]([C:3]1[CH:4]=[N:5][N:6]2[C:11]([C:12]([F:15])([F:14])[F:13])=[CH:10][C:9]([C:16]3[CH:21]=[CH:20][C:19]([C:22]([F:25])([F:24])[F:23])=[CH:18][CH:17]=3)=[N:8][C:7]=12)#[CH:2].Br[C:27]1[CH:28]=[C:29]([O:33][CH3:34])[CH:30]=[N:31][CH:32]=1, predict the reaction product. The product is: [CH3:34][O:33][C:29]1[CH:28]=[C:27]([C:2]#[C:1][C:3]2[CH:4]=[N:5][N:6]3[C:11]([C:12]([F:14])([F:13])[F:15])=[CH:10][C:9]([C:16]4[CH:21]=[CH:20][C:19]([C:22]([F:25])([F:24])[F:23])=[CH:18][CH:17]=4)=[N:8][C:7]=23)[CH:32]=[N:31][CH:30]=1. (5) Given the reactants Cl.Cl.[O:3]1[C:7]2[CH:8]=[CH:9][CH:10]=[C:11]([CH:12]3[CH2:17][CH2:16][N:15]([CH2:18][CH2:19][C@H:20]4[CH2:25][CH2:24][C@H:23]([NH2:26])[CH2:22][CH2:21]4)[CH2:14][CH2:13]3)[C:6]=2[CH2:5][CH2:4]1.[F:27][C:28]([F:34])([F:33])[CH2:29][C:30](O)=[O:31], predict the reaction product. The product is: [O:3]1[C:7]2[CH:8]=[CH:9][CH:10]=[C:11]([CH:12]3[CH2:17][CH2:16][N:15]([CH2:18][CH2:19][C@H:20]4[CH2:21][CH2:22][C@H:23]([NH:26][C:30](=[O:31])[CH2:29][C:28]([F:34])([F:33])[F:27])[CH2:24][CH2:25]4)[CH2:14][CH2:13]3)[C:6]=2[CH2:5][CH2:4]1. (6) Given the reactants [F:1][C:2]1[C:10]([F:11])=[C:9]([F:12])[C:8]([F:13])=[C:7]2[C:3]=1[C:4]([CH2:14][CH2:15][NH2:16])=[CH:5][NH:6]2.[F:17][C:18]([F:30])([F:29])[CH2:19][O:20][C:21]1[CH:22]=[C:23]([CH:26]=[CH:27][CH:28]=1)[CH:24]=O.S([O-])([O-])(=O)=O.[Na+].[Na+], predict the reaction product. The product is: [F:1][C:2]1[C:10]([F:11])=[C:9]([F:12])[C:8]([F:13])=[C:7]2[C:3]=1[C:4]([CH2:14][CH2:15][NH:16][CH2:24][C:23]1[CH:26]=[CH:27][CH:28]=[C:21]([O:20][CH2:19][C:18]([F:17])([F:29])[F:30])[CH:22]=1)=[CH:5][NH:6]2. (7) Given the reactants [CH3:1][C:2]([CH3:22])([CH3:21])[CH2:3][C:4]1[N:9]=[C:8]([CH2:10][OH:11])[CH:7]=[CH:6][C:5]=1[C:12]1[CH:17]=[C:16]([O:18][CH3:19])[CH:15]=[CH:14][C:13]=1[F:20].Cl[C:24]1[N:29]=[C:28]([CH3:30])[N:27]=[C:26]([CH:31]=[CH:32][C:33]([O:35]C)=[O:34])[CH:25]=1.[H-].[Na+].Cl, predict the reaction product. The product is: [CH3:1][C:2]([CH3:22])([CH3:21])[CH2:3][C:4]1[N:9]=[C:8]([CH2:10][O:11][C:24]2[N:29]=[C:28]([CH3:30])[N:27]=[C:26]([CH:31]=[CH:32][C:33]([OH:35])=[O:34])[CH:25]=2)[CH:7]=[CH:6][C:5]=1[C:12]1[CH:17]=[C:16]([O:18][CH3:19])[CH:15]=[CH:14][C:13]=1[F:20].